This data is from Full USPTO retrosynthesis dataset with 1.9M reactions from patents (1976-2016). The task is: Predict the reactants needed to synthesize the given product. (1) The reactants are: [Cl:1][C:2]1[C:10]([O:11][CH3:12])=[C:9]([O:13][CH3:14])[CH:8]=[C:7]2[C:3]=1[CH2:4][CH2:5][C:6]2=[O:15].C([O:20][N:21]=O)CCC. Given the product [Cl:1][C:2]1[C:10]([O:11][CH3:12])=[C:9]([O:13][CH3:14])[CH:8]=[C:7]2[C:3]=1[CH2:4][C:5](=[N:21][OH:20])[C:6]2=[O:15], predict the reactants needed to synthesize it. (2) Given the product [C:1]([O:5][C:6]([N:8]1[CH2:13][CH2:12][N:11]([CH2:22][C:23]([O:25][CH3:26])=[O:24])[CH2:10][CH2:9]1)=[O:7])([CH3:4])([CH3:2])[CH3:3], predict the reactants needed to synthesize it. The reactants are: [C:1]([O:5][C:6]([N:8]1[CH2:13][CH2:12][NH:11][CH2:10][CH2:9]1)=[O:7])([CH3:4])([CH3:3])[CH3:2].C(N(CC)CC)C.Br[CH2:22][C:23]([O:25][CH3:26])=[O:24].